Dataset: Reaction yield outcomes from USPTO patents with 853,638 reactions. Task: Predict the reaction yield, written as a fraction of the theoretical maximum amount of product (1.0 means a 100% yield; for example, 0.34 means a 34% yield). (1) The reactants are O[CH2:2][CH2:3][CH2:4][N:5]([CH3:13])[C:6](=[O:12])[O:7][C:8]([CH3:11])([CH3:10])[CH3:9].C(N(CC)CC)C.CS(Cl)(=O)=O.[CH:26]1([NH2:29])[CH2:28][CH2:27]1. The catalyst is C(OCC)(=O)C.CO. The product is [CH:26]1([NH:29][CH2:2][CH2:3][CH2:4][N:5]([CH3:13])[C:6](=[O:12])[O:7][C:8]([CH3:11])([CH3:10])[CH3:9])[CH2:28][CH2:27]1. The yield is 0.590. (2) The reactants are [F:1][C:2]([F:24])([F:23])[C:3]1[CH:4]=[C:5]([C:13]2[N:17]=[CH:16][N:15](/[CH:18]=[CH:19]\[C:20]([OH:22])=O)[N:14]=2)[CH:6]=[C:7]([C:9]([F:12])([F:11])[F:10])[CH:8]=1.[CH3:25][C:26]1[NH:30][N:29]=[CH:28][C:27]=1[C:31]([NH:33][NH2:34])=[O:32].C(P1(=O)OP(CCC)(=O)OP(CCC)(=O)O1)CC.CCN(C(C)C)C(C)C. The catalyst is CCOC(C)=O.CCO. The product is [F:23][C:2]([F:24])([F:1])[C:3]1[CH:4]=[C:5]([C:13]2[N:17]=[CH:16][N:15](/[CH:18]=[CH:19]\[C:20]([NH:34][NH:33][C:31]([C:27]3[CH:28]=[N:29][NH:30][C:26]=3[CH3:25])=[O:32])=[O:22])[N:14]=2)[CH:6]=[C:7]([C:9]([F:12])([F:10])[F:11])[CH:8]=1. The yield is 0.420.